This data is from Reaction yield outcomes from USPTO patents with 853,638 reactions. The task is: Predict the reaction yield, written as a fraction of the theoretical maximum amount of product (1.0 means a 100% yield; for example, 0.34 means a 34% yield). (1) The reactants are [OH-].[K+].[CH2:3]([O:10][C:11]1[CH:20]=[C:19]([O:21][CH2:22][C:23]2[CH:28]=[CH:27][CH:26]=[CH:25][CH:24]=2)[C:18]([C:29]([CH3:31])=[CH2:30])=[CH:17][C:12]=1[C:13]([O:15]C)=[O:14])[C:4]1[CH:9]=[CH:8][CH:7]=[CH:6][CH:5]=1. The catalyst is CO.O. The product is [CH2:3]([O:10][C:11]1[CH:20]=[C:19]([O:21][CH2:22][C:23]2[CH:28]=[CH:27][CH:26]=[CH:25][CH:24]=2)[C:18]([C:29]([CH3:31])=[CH2:30])=[CH:17][C:12]=1[C:13]([OH:15])=[O:14])[C:4]1[CH:5]=[CH:6][CH:7]=[CH:8][CH:9]=1. The yield is 0.950. (2) The reactants are C([O:5]OC(C)(C)C)(C)(C)C.[Se](=O)=O.[C:14]([C@H:18]1[CH2:23][CH2:22][C@H:21]([O:24][C:25]2[CH:26]=[C:27]3[C:32](=[CH:33][CH:34]=2)[N:31]=[C:30]([CH3:35])[CH:29]=[CH:28]3)[CH2:20][CH2:19]1)([CH3:17])([CH3:16])[CH3:15]. The catalyst is O1CCOCC1.C(Cl)(Cl)Cl. The product is [C:14]([C@H:18]1[CH2:23][CH2:22][C@H:21]([O:24][C:25]2[CH:26]=[C:27]3[C:32](=[CH:33][CH:34]=2)[N:31]=[C:30]([CH:35]=[O:5])[CH:29]=[CH:28]3)[CH2:20][CH2:19]1)([CH3:17])([CH3:16])[CH3:15]. The yield is 0.200. (3) The reactants are [NH2:1][C:2]1[CH:7]=[CH:6][C:5]([N:8]2[CH2:13][CH2:12][CH:11]([N:14]([C:22]3[CH:27]=[CH:26][CH:25]=[CH:24][CH:23]=3)[C:15](=[O:21])[CH:16]([CH2:19][CH3:20])[CH2:17][CH3:18])[CH2:10][CH2:9]2)=[C:4]([F:28])[CH:3]=1.[N:29]([C:32]1[C:33]([CH3:38])=[N:34][O:35][C:36]=1[CH3:37])=[C:30]=[O:31]. The catalyst is ClCCCl. The product is [CH3:38][C:33]1[C:32]([NH:29][C:30](=[O:31])[NH:1][C:2]2[CH:7]=[CH:6][C:5]([N:8]3[CH2:13][CH2:12][CH:11]([N:14]([C:22]4[CH:23]=[CH:24][CH:25]=[CH:26][CH:27]=4)[C:15](=[O:21])[CH:16]([CH2:19][CH3:20])[CH2:17][CH3:18])[CH2:10][CH2:9]3)=[C:4]([F:28])[CH:3]=2)=[C:36]([CH3:37])[O:35][N:34]=1. The yield is 0.360. (4) The catalyst is CCOCC. The reactants are [C:1]([O:8]CC)(=[O:7])[C:2](OCC)=O.[O-]CC.[K+].[N+:15]([C:18]1[CH:23]=[CH:22][CH:21]=[C:20](C)[C:19]=1[CH3:25])([O-:17])=[O:16]. The yield is 0.450. The product is [CH3:25][C:19]1([CH2:2][C:1]([OH:8])=[O:7])[C:18]([N+:15]([O-:17])=[O:16])=[CH:23][CH:22]=[CH:21][CH2:20]1. (5) The reactants are [CH3:1][O:2][C:3]1[CH:4]=[C:5]2[C:10](=[CH:11][C:12]=1[O:13][CH2:14][CH2:15][O:16][CH3:17])[N:9]=[CH:8][N:7]=[C:6]2[O:18][C:19]1[CH:20]=[C:21]([CH:23]=[CH:24][CH:25]=1)[NH2:22].[CH:26]([C:29]1[O:33][N:32]=[C:31]([NH:34][C:35](=O)[O:36]C2C=CC=CC=2)[CH:30]=1)([CH3:28])[CH3:27]. No catalyst specified. The product is [CH:26]([C:29]1[O:33][N:32]=[C:31]([NH:34][C:35]([NH:22][C:21]2[CH:23]=[CH:24][CH:25]=[C:19]([O:18][C:6]3[C:5]4[C:10](=[CH:11][C:12]([O:13][CH2:14][CH2:15][O:16][CH3:17])=[C:3]([O:2][CH3:1])[CH:4]=4)[N:9]=[CH:8][N:7]=3)[CH:20]=2)=[O:36])[CH:30]=1)([CH3:28])[CH3:27]. The yield is 0.470. (6) The reactants are O.[Na+].[CH2:3]([S:11]([O-:14])(=[O:13])=[O:12])[CH2:4][CH2:5][CH2:6][CH2:7][CH2:8][CH2:9][CH3:10].[CH3:15][C@@H:16]1[O:21][C@@H:20]([O:22][C@@H:23]2[C:28]3=[C:29]([OH:46])[C:30]4[C:42](=[O:43])[C:41]5[C:36](=[CH:37][CH:38]=[CH:39][C:40]=5[O:44][CH3:45])[C:34](=[O:35])[C:31]=4[C:32]([OH:33])=[C:27]3[CH2:26][C@@:25]([OH:51])([C:47]([CH2:49][OH:50])=[O:48])[CH2:24]2)[CH2:19][C@H:18]([NH2:52])[C@@H:17]1[OH:53].Cl. The catalyst is O. The product is [CH3:15][C@@H:16]1[O:21][C@@H:20]([O:22][C@@H:23]2[C:28]3=[C:29]([OH:46])[C:30]4[C:42](=[O:43])[C:41]5[C:36](=[CH:37][CH:38]=[CH:39][C:40]=5[O:44][CH3:45])[C:34](=[O:35])[C:31]=4[C:32]([OH:33])=[C:27]3[CH2:26][C@@:25]([OH:51])([C:47]([CH2:49][OH:50])=[O:48])[CH2:24]2)[CH2:19][C@H:18]([NH2:52])[C@@H:17]1[OH:53].[CH2:3]([S:11]([O-:14])(=[O:12])=[O:13])[CH2:4][CH2:5][CH2:6][CH2:7][CH2:8][CH2:9][CH3:10]. The yield is 0.850. (7) The reactants are [CH3:1][N:2]([C:12]1[CH:17]=[CH:16][CH:15]=[CH:14][CH:13]=1)[C:3]1[CH:4]=[C:5]([CH:9]=[CH:10][CH:11]=1)[C:6]([OH:8])=O.Cl.[Cl:19][C:20]1[CH:21]=[C:22]2[C:26](=[CH:27][CH:28]=1)[NH:25][CH:24]=[C:23]2[CH2:29][CH2:30][NH2:31].CN(C(ON1N=NC2C=CC=NC1=2)=[N+](C)C)C.F[P-](F)(F)(F)(F)F.C(N(CC)C(C)C)(C)C. The catalyst is CN(C=O)C. The product is [Cl:19][C:20]1[CH:21]=[C:22]2[C:26](=[CH:27][CH:28]=1)[NH:25][CH:24]=[C:23]2[CH2:29][CH2:30][NH:31][C:6](=[O:8])[C:5]1[CH:9]=[CH:10][CH:11]=[C:3]([N:2]([CH3:1])[C:12]2[CH:17]=[CH:16][CH:15]=[CH:14][CH:13]=2)[CH:4]=1. The yield is 0.0300.